Dataset: Forward reaction prediction with 1.9M reactions from USPTO patents (1976-2016). Task: Predict the product of the given reaction. Given the reactants [C:1]([O-:6])(=[O:5])[C@@H:2]([CH3:4])[OH:3].[F:7][C:8]([F:21])([F:20])[S:9](O[S:9]([C:8]([F:21])([F:20])[F:7])(=[O:11])=[O:10])(=[O:11])=[O:10].N1C(C)=CC=C[C:23]=1C, predict the reaction product. The product is: [F:7][C:8]([F:21])([F:20])[S:9]([O:3][C@H:2]([CH3:4])[C:1]([O:6][CH3:23])=[O:5])(=[O:11])=[O:10].